Dataset: Peptide-MHC class I binding affinity with 185,985 pairs from IEDB/IMGT. Task: Regression. Given a peptide amino acid sequence and an MHC pseudo amino acid sequence, predict their binding affinity value. This is MHC class I binding data. (1) The peptide sequence is GTEEIRSLY. The MHC is HLA-B15:09 with pseudo-sequence HLA-B15:09. The binding affinity (normalized) is 0.0847. (2) The peptide sequence is KSRNTTPMM. The MHC is HLA-A30:01 with pseudo-sequence HLA-A30:01. The binding affinity (normalized) is 1.00.